From a dataset of Acute oral toxicity (LD50) regression data from Zhu et al.. Regression/Classification. Given a drug SMILES string, predict its toxicity properties. Task type varies by dataset: regression for continuous values (e.g., LD50, hERG inhibition percentage) or binary classification for toxic/non-toxic outcomes (e.g., AMES mutagenicity, cardiotoxicity, hepatotoxicity). Dataset: ld50_zhu. (1) The rat oral LD50 is 1.72, given as -log10 of the dose in mol/kg body weight (higher means more acutely toxic). The molecule is c1ccc(C(N2CCOCC2)N2CCOCC2)cc1. (2) The compound is O=C(Cl)Oc1cccc2ccccc12. The rat oral LD50 is 1.91, given as -log10 of the dose in mol/kg body weight (higher means more acutely toxic). (3) The drug is O=C1CCCCC1C1CCCCC1. The rat oral LD50 is 1.56, given as -log10 of the dose in mol/kg body weight (higher means more acutely toxic).